This data is from Full USPTO retrosynthesis dataset with 1.9M reactions from patents (1976-2016). The task is: Predict the reactants needed to synthesize the given product. (1) Given the product [Br:1][C:2]1[C:3]([Cl:22])=[CH:4][C:5]([O:30][C:27]2[CH:28]=[CH:29][C:24]([F:23])=[CH:25][CH:26]=2)=[C:6]([CH:20]=1)[C:7]([NH:9][C:10]1[CH:15]=[CH:14][CH:13]=[C:12]([S:16](=[O:19])(=[O:18])[NH2:17])[CH:11]=1)=[O:8], predict the reactants needed to synthesize it. The reactants are: [Br:1][C:2]1[C:3]([Cl:22])=[CH:4][C:5](F)=[C:6]([CH:20]=1)[C:7]([NH:9][C:10]1[CH:15]=[CH:14][CH:13]=[C:12]([S:16](=[O:19])(=[O:18])[NH2:17])[CH:11]=1)=[O:8].[F:23][C:24]1[CH:29]=[CH:28][C:27]([OH:30])=[CH:26][CH:25]=1.C(=O)([O-])[O-].[Cs+].[Cs+]. (2) Given the product [CH2:1]([O:8][C:9](=[O:19])[CH:10]([O:17][NH:18][C:25]([O:24][C:21]([CH3:23])([CH3:22])[CH3:20])=[O:26])[C:11]1[CH:16]=[CH:15][CH:14]=[CH:13][CH:12]=1)[C:2]1[CH:3]=[CH:4][CH:5]=[CH:6][CH:7]=1, predict the reactants needed to synthesize it. The reactants are: [CH2:1]([O:8][C:9](=[O:19])[CH:10]([O:17][NH2:18])[C:11]1[CH:16]=[CH:15][CH:14]=[CH:13][CH:12]=1)[C:2]1[CH:7]=[CH:6][CH:5]=[CH:4][CH:3]=1.[CH3:20][C:21]([O:24][C:25](O[C:25]([O:24][C:21]([CH3:23])([CH3:22])[CH3:20])=[O:26])=[O:26])([CH3:23])[CH3:22]. (3) Given the product [C:16]([C:20]1[CH:24]=[C:23]([NH:25][C:26]([NH:28][C:29]2[CH:34]=[CH:33][CH:32]=[C:31]([C:35]#[C:36][C:14]3[C:9]([Cl:8])=[N:10][CH:11]=[N:12][CH:13]=3)[CH:30]=2)=[O:27])[N:22]([CH3:38])[N:21]=1)([CH3:19])([CH3:18])[CH3:17], predict the reactants needed to synthesize it. The reactants are: C(N(CC)CC)C.[Cl:8][C:9]1[C:14](I)=[CH:13][N:12]=[CH:11][N:10]=1.[C:16]([C:20]1[CH:24]=[C:23]([NH:25][C:26]([NH:28][C:29]2[CH:34]=[CH:33][CH:32]=[C:31]([C:35]#[C:36]C)[CH:30]=2)=[O:27])[N:22]([CH3:38])[N:21]=1)([CH3:19])([CH3:18])[CH3:17]. (4) Given the product [NH2:20][C:11]1[N:10]=[C:9]([N:7]([CH3:8])[C:6](=[O:21])[O:5][C:1]([CH3:4])([CH3:3])[CH3:2])[C:14]2[N:15]=[CH:16][N:17]([CH3:18])[C:13]=2[C:12]=1[C:23]#[C:22][CH:24]1[CH2:29][CH2:28][CH2:27][CH2:26][CH2:25]1, predict the reactants needed to synthesize it. The reactants are: [C:1]([O:5][C:6](=[O:21])[N:7]([C:9]1[C:14]2[N:15]=[CH:16][N:17]([CH3:18])[C:13]=2[C:12](I)=[C:11]([NH2:20])[N:10]=1)[CH3:8])([CH3:4])([CH3:3])[CH3:2].[C:22]([CH:24]1[CH2:29][CH2:28][CH2:27][CH2:26][CH2:25]1)#[CH:23].C(NC(C)C)(C)C.CN(C)C=O. (5) The reactants are: Br[C:2]1[CH:3]=[C:4]2[C:9](=[CH:10][CH:11]=1)[C:8](=[O:12])[N:7]([CH2:13][C:14]([CH3:25])([CH3:24])[CH2:15][O:16][Si](C(C)(C)C)(C)C)[CH:6]=[C:5]2[CH2:26][N:27]1[CH2:32][CH2:31][N:30]([CH2:33][CH2:34][CH2:35][OH:36])[CH2:29][CH2:28]1.[CH:37]1([NH:40][C:41](=[O:59])[C:42]2[CH:47]=[C:46](B3OC(C)(C)C(C)(C)O3)[C:45]([CH3:57])=[C:44]([F:58])[CH:43]=2)[CH2:39][CH2:38]1.C(=O)([O-])[O-].[K+].[K+]. Given the product [CH:37]1([NH:40][C:41](=[O:59])[C:42]2[CH:47]=[C:46]([C:2]3[CH:3]=[C:4]4[C:9](=[CH:10][CH:11]=3)[C:8](=[O:12])[N:7]([CH2:13][C:14]([CH3:25])([CH3:24])[CH2:15][OH:16])[CH:6]=[C:5]4[CH2:26][N:27]3[CH2:28][CH2:29][N:30]([CH2:33][CH2:34][CH2:35][OH:36])[CH2:31][CH2:32]3)[C:45]([CH3:57])=[C:44]([F:58])[CH:43]=2)[CH2:38][CH2:39]1, predict the reactants needed to synthesize it.